This data is from Experimentally validated miRNA-target interactions with 360,000+ pairs, plus equal number of negative samples. The task is: Binary Classification. Given a miRNA mature sequence and a target amino acid sequence, predict their likelihood of interaction. (1) The miRNA is hsa-miR-4272 with sequence CAUUCAACUAGUGAUUGU. The protein sequence of the target gene is METKRVEIPGSVLDDLCSRFILHIPSEERDNAIRVCFQIELAHWFYLDFYMQNTPGLPQCGIRDFAKAVFSHCPFLLPQGEDVEKVLDEWKEYKMGVPTYGAIILDETLENVLLVQGYLAKSGWGFPKGKVNKEEAPHDCAAREVFEETGFDIKDYICKDDYIELRINDQLARLYIIPGIPKDTKFNPKTRREIRNIEWFSIEKLPCHRNDMTPKSKLGLAPNKFFMAIPFIRPLRDWLSRRFGDSSDSDNGFSSTGSTPAKPTVEKLSRTKFRHSQQLFPDGSPGDQWVKHRQPLQQKP.... Result: 0 (no interaction). (2) The miRNA is mmu-miR-141-5p with sequence CAUCUUCCAGUGCAGUGUUGGA. The protein sequence of the target gene is MSTTTCQVVAFLLSILGLAGCIAATGMDMWSTQDLYDNPVTSVFQYEGLWRSCVRQSSGFTECRPYFTILGLPAMLQAVRALMIVGIVLGAIGLLVSIFALKCIRIGSMEDSAKANMTLTSGIMFIVSGLCAIAGVSVFANMLVTNFWMSTANMYTGMGGMVQTVQTRYTFGAALFVGWVAGGLTLIGGVMMCIACRGLAPEETNYKAVSYHASGHSVAYKPGGFKASTGFGSNTKNKKIYDGGARTEDEVQSYPSKHDYV. Result: 0 (no interaction). (3) The miRNA is mmu-miR-410-3p with sequence AAUAUAACACAGAUGGCCUGU. The protein sequence of the target gene is MWGRLWPLLLSILTATAVPGPSLRRPSRELDATPRMTIPYEELSGTRHFKGQAQNYSTLLLEEASARLLVGARGALFSLSANDIGDGAHKEIHWEASPEMQSKCHQKGKNNQTECFNHVRFLQRLNSTHLYACGTHAFQPLCAAIDAEAFTLPTSFEEGKEKCPYDPARGFTGLIIDGGLYTATRYEFRSIPDIRRSRHPHSLRTEETPMHWLNDAEFVFSVLVRESKASAVGDDDKVYYFFTERATEEGSGSFTQSRSSHRVARVARVCKGDLGGKKILQKKWTSFLKARLICHIPLYE.... Result: 0 (no interaction). (4) The miRNA is hsa-miR-1297 with sequence UUCAAGUAAUUCAGGUG. The protein sequence of the target gene is MNIHRSTPITIARYGRSRNKTQDFEELSSIRSAEPSQSFSPNLGSPSPPETPNLSHCVSCIGKYLLLEPLEGDHVFRAVHLHSGEELVCKVFDISCYQESLAPCFCLSAHSNINQITEIILGETKAYVFFERSYGDMHSFVRTCKKLREEEAARLFYQIASAVAHCHDGGLVLRDLKLRKFIFKDEERTRVKLESLEDAYILRGDDDSLSDKHGCPAYVSPEILNTSGSYSGKAADVWSLGVMLYTMLVGRYPFHDIEPSSLFSKIRRGQFNIPETLSPKAKCLIRSILRREPSERLTSQ.... Result: 1 (interaction). (5) The miRNA is hsa-miR-5090 with sequence CCGGGGCAGAUUGGUGUAGGGUG. The protein sequence of the target gene is MTQKTTLVLLALAVITIFALVCVLLAGRSGDGGGLSQPLHCPSVLPSVQPRTHPSQSQPFADLSPEELTAVMSFLTKHLGPGLVDAAQARPSDNCVFSVELQLPAKAAALAHLDRGGPPPVREALAIIFFGGQPKPNVSELVVGPLPHPSYMRDVTVERHGGPLPYYRRPVLDREYQDIEEMIFHRELPQASGLLHHCCFYKHQGQNLLTMTTAPRGLQSGDRATWFGLYYNLSGAGFYPHPIGLELLIDHKALDPALWTIQKVFYQGRYYESLTQLEDQFEAGLVNVVLVPNNGTGGSW.... Result: 0 (no interaction). (6) The miRNA is hsa-miR-3606-3p with sequence AAAAUUUCUUUCACUACUUAG. The protein sequence of the target gene is MEAEDIQEELTCPICLDYFQDPVSIECGHNFCRGCLHRNWAPGGGPFPCPECRHPSAPAALRPNWALARLTEKTQRRRLGPVPPGLCGRHWEPLRLFCEDDQRPVCLVCRESQEHQTHAMAPIDEAFESYRTGNFDIHVDEWKRRLIRLLLYHFKQEEKLLKSQRNLVAKMKKVMHLQDVEVKNATQWKDKIKSQRMRISTEFSKLHNFLVEEEDLFLQRLNKEEEETKKKLNENTLKLNQTIASLKKLILEVGEKSQAPTLELLQNPKEVLTRSEIQDVNYSLEAVKVKTVCQIPLMKE.... Result: 1 (interaction).